From a dataset of Full USPTO retrosynthesis dataset with 1.9M reactions from patents (1976-2016). Predict the reactants needed to synthesize the given product. (1) Given the product [CH3:32][O:31][C:28]1[CH:29]=[C:30]2[C:25](=[CH:26][CH:27]=1)[N:24]([CH3:33])[CH:23]=[C:22]2[C:4]1[NH:3][C:7]2[N:8]=[CH:9][C:10]3[N:11]([C:12]([CH2:15][CH2:16][CH2:17][NH:18][C:19](=[O:21])[CH3:20])=[N:13][CH:14]=3)[C:6]=2[CH:5]=1, predict the reactants needed to synthesize it. The reactants are: OC[N:3]1[C:7]2[N:8]=[CH:9][C:10]3[N:11]([C:12]([CH2:15][CH2:16][CH2:17][NH:18][C:19](=[O:21])[CH3:20])=[N:13][CH:14]=3)[C:6]=2[CH:5]=[C:4]1[C:22]1[C:30]2[C:25](=[CH:26][CH:27]=[C:28]([O:31][CH3:32])[CH:29]=2)[N:24]([CH3:33])[CH:23]=1.[NH4+].[OH-]. (2) Given the product [CH3:21][N:22]([CH3:24])[CH:23]=[C:11]1[C:10](=[O:15])[CH:9]([C:4]2[CH:5]=[CH:6][C:7]([Cl:8])=[C:2]([Cl:1])[CH:3]=2)[CH2:14][CH2:13][CH2:12]1, predict the reactants needed to synthesize it. The reactants are: [Cl:1][C:2]1[CH:3]=[C:4]([CH:9]2[CH2:14][CH2:13][CH2:12][CH2:11][C:10]2=[O:15])[CH:5]=[CH:6][C:7]=1[Cl:8].C(O[CH:21](N(C)C)[N:22]([CH3:24])[CH3:23])(C)(C)C.